From a dataset of Catalyst prediction with 721,799 reactions and 888 catalyst types from USPTO. Predict which catalyst facilitates the given reaction. (1) Reactant: [C:1]([CH2:3][C:4]([O:6][CH2:7][CH3:8])=[O:5])#[N:2].C([O-])([O-])=O.[K+].[K+].Cl[CH2:16][CH2:17][C:18]([C:20]1[CH:25]=[CH:24][C:23]([F:26])=[CH:22][CH:21]=1)=[O:19]. Product: [C:1]([CH:3]([CH2:16][CH2:17][C:18]([C:20]1[CH:21]=[CH:22][C:23]([F:26])=[CH:24][CH:25]=1)=[O:19])[C:4]([O:6][CH2:7][CH3:8])=[O:5])#[N:2]. The catalyst class is: 1. (2) Reactant: [Cl:1][C:2]1[CH:3]=[C:4]([N:9]([CH:13]2[CH2:18][C:17]3([C:26]4[C:21](=[CH:22][C:23](Br)=[CH:24][CH:25]=4)[NH:20][CH2:19]3)[CH2:16][CH2:15][N:14]2[C:28]([O:30][CH2:31][C:32]2[CH:37]=[CH:36][CH:35]=[CH:34][CH:33]=2)=[O:29])[C:10]([NH2:12])=[O:11])[CH:5]=[CH:6][C:7]=1[F:8].[C:38]([C:40]1[CH:41]=[C:42](B(O)O)[CH:43]=[CH:44][CH:45]=1)#[N:39].C([O-])([O-])=O.[Na+].[Na+].CCO. Product: [Cl:1][C:2]1[CH:3]=[C:4]([N:9]([CH:13]2[CH2:18][C:17]3([C:26]4[C:21](=[CH:22][C:23]([C:44]5[CH:43]=[CH:42][CH:41]=[C:40]([C:38]#[N:39])[CH:45]=5)=[CH:24][CH:25]=4)[NH:20][CH2:19]3)[CH2:16][CH2:15][N:14]2[C:28]([O:30][CH2:31][C:32]2[CH:37]=[CH:36][CH:35]=[CH:34][CH:33]=2)=[O:29])[C:10]([NH2:12])=[O:11])[CH:5]=[CH:6][C:7]=1[F:8]. The catalyst class is: 109. (3) Reactant: [F:1][C:2]([F:17])([F:16])[O:3][C:4]1[CH:15]=[CH:14][C:7]([CH:8]=[C:9]([C:12]#[N:13])[C:10]#[N:11])=[CH:6][CH:5]=1.[CH3:18][Mg]Br. Product: [F:1][C:2]([F:16])([F:17])[O:3][C:4]1[CH:5]=[CH:6][C:7]([CH:8]([CH:9]([C:12]#[N:13])[C:10]#[N:11])[CH3:18])=[CH:14][CH:15]=1. The catalyst class is: 804. (4) Reactant: [Cl:1][C:2]1[C:3]2[C:10](I)=[CH:9][N:8]([CH2:12][O:13][CH2:14][CH2:15][Si:16]([CH3:19])([CH3:18])[CH3:17])[C:4]=2[N:5]=[CH:6][N:7]=1.[NH2:20][C:21]1[CH:22]=[C:23]([SH:27])[CH:24]=[CH:25][CH:26]=1.C(=O)([O-])[O-].[K+].[K+]. Product: [Cl:1][C:2]1[C:3]2[C:10]([S:27][C:23]3[CH:22]=[C:21]([CH:26]=[CH:25][CH:24]=3)[NH2:20])=[CH:9][N:8]([CH2:12][O:13][CH2:14][CH2:15][Si:16]([CH3:19])([CH3:18])[CH3:17])[C:4]=2[N:5]=[CH:6][N:7]=1. The catalyst class is: 590. (5) Reactant: Br[C:2]1[CH:3]=[C:4]([C:8]2([CH3:16])[N:13]=[C:12]([O:14][CH3:15])[CH2:11][O:10][CH2:9]2)[CH:5]=[CH:6][CH:7]=1.C(P(C(C)(C)C)C1C=CC=CC=1C1C(C(C)C)=CC(C(C)C)=CC=1C(C)C)(C)(C)C.[Cl:47][C:48]1[CH:49]=[C:50]([CH:53]=[CH:54][CH:55]=1)[CH2:51][NH2:52]. Product: [Cl:47][C:48]1[CH:49]=[C:50]([CH:53]=[CH:54][CH:55]=1)[CH2:51][NH:52][C:2]1[CH:7]=[CH:6][CH:5]=[C:4]([C:8]2([CH3:16])[N:13]=[C:12]([O:14][CH3:15])[CH2:11][O:10][CH2:9]2)[CH:3]=1. The catalyst class is: 11. (6) Reactant: [I:1][C:2]1[C:10]2[N:9]([CH3:11])[C:8]3[CH2:12][CH2:13][NH:14][CH2:15][C:7]=3[C:6]=2[CH:5]=[CH:4][CH:3]=1.[CH2:16]=O.[BH4-].[Na+]. Product: [I:1][C:2]1[C:10]2[N:9]([CH3:11])[C:8]3[CH2:12][CH2:13][N:14]([CH3:16])[CH2:15][C:7]=3[C:6]=2[CH:5]=[CH:4][CH:3]=1. The catalyst class is: 24. (7) Reactant: [Cl:1][C:2]1[C:3]2[CH:10]=[C:9]([CH:11]([CH3:13])[CH3:12])[S:8][C:4]=2[N:5]=[CH:6][N:7]=1.C1C(=O)N([Cl:21])C(=O)C1. Product: [Cl:1][C:2]1[C:3]2[C:10]([Cl:21])=[C:9]([CH:11]([CH3:13])[CH3:12])[S:8][C:4]=2[N:5]=[CH:6][N:7]=1. The catalyst class is: 15. (8) Reactant: [F:1][C:2]([F:22])([F:21])[O:3][C:4]1[CH:9]=[CH:8][CH:7]=[CH:6][C:5]=1[S:10]([C:13]1[CH:20]=[CH:19][C:16]([C:17]#[N:18])=[CH:15][CH:14]=1)(=[O:12])=[O:11].B. Product: [F:22][C:2]([F:1])([F:21])[O:3][C:4]1[CH:9]=[CH:8][CH:7]=[CH:6][C:5]=1[S:10]([C:13]1[CH:20]=[CH:19][C:16]([CH2:17][NH2:18])=[CH:15][CH:14]=1)(=[O:12])=[O:11]. The catalyst class is: 1. (9) Product: [NH:13]([C:6]1[C:7]2[C:12](=[CH:11][CH:10]=[CH:9][CH:8]=2)[C:3]([OH:2])=[CH:4][CH:5]=1)[C:14]1[CH:15]=[CH:16][CH:17]=[CH:18][CH:19]=1. Reactant: C[O:2][C:3]1[C:12]2[C:7](=[CH:8][CH:9]=[CH:10][CH:11]=2)[C:6]([NH:13][C:14]2[CH:19]=[CH:18][CH:17]=[CH:16][CH:15]=2)=[CH:5][CH:4]=1.B(Br)(Br)Br.O. The catalyst class is: 4. (10) Reactant: C([N+](CCCC)(CCCC)CCCC)CCC.[P:18]([O:22][CH2:23][C@@H:24]1[C@@H:28]([O:29][P:30]([O:33][CH2:34][C@@H:35]2[C@@H:39]([OH:40])[C@@H:38]([OH:41])[C@H:37]([N:42]3[CH:50]=[N:49][C:48]4[C:43]3=[N:44][CH:45]=[N:46][C:47]=4[NH2:51])[O:36]2)([OH:32])=[O:31])[CH2:27][C@H:26]([N:52]2[CH:57]=[CH:56][C:55]([NH2:58])=[N:54][C:53]2=[O:59])[O:25]1)([OH:21])([OH:20])=[O:19].[N:60]([CH2:63][CH:64]([S:81][S:82][CH:83]([CH3:85])[CH3:84])[CH2:65][C@H:66]([NH:73][C:74]([O:76][C:77]([CH3:80])([CH3:79])[CH3:78])=[O:75])[C:67](OCC#N)=[O:68])=[N+:61]=[N-:62]. Product: [N:60]([CH2:63][CH:64]([S:81][S:82][CH:83]([CH3:85])[CH3:84])[CH2:65][C@@H:66]([NH:73][C:74]([O:76][C:77]([CH3:78])([CH3:79])[CH3:80])=[O:75])[C:67]([O:40][C@H:39]1[C@@H:38]([OH:41])[C@H:37]([N:42]2[CH:50]=[N:49][C:48]3[C:43]2=[N:44][CH:45]=[N:46][C:47]=3[NH2:51])[O:36][C@H:35]1[CH2:34][O:33][P:30]([O:29][C@H:28]1[CH2:27][C@H:26]([N:52]2[CH:57]=[CH:56][C:55]([NH2:58])=[N:54][C:53]2=[O:59])[O:25][C@@H:24]1[CH2:23][O:22][P:18]([OH:21])([OH:20])=[O:19])([OH:32])=[O:31])=[O:68])=[N+:61]=[N-:62]. The catalyst class is: 132.